Dataset: Forward reaction prediction with 1.9M reactions from USPTO patents (1976-2016). Task: Predict the product of the given reaction. (1) Given the reactants [F:1][C:2]([F:39])([F:38])[CH2:3][N:4]1[CH:8]=[C:7]([C:9]2[N:14]=[CH:13][C:12]3[CH:15]=[N:16][N:17]([C:18]4[N:23]=[C:22]([N:24]5[CH2:30][CH2:29][CH2:28][N:27](C(OC(C)(C)C)=O)[CH2:26][CH2:25]5)[CH:21]=[N:20][CH:19]=4)[C:11]=3[CH:10]=2)[CH:6]=[N:5]1.Cl.O1CCOCC1, predict the reaction product. The product is: [N:24]1([C:22]2[N:23]=[C:18]([N:17]3[C:11]4[CH:10]=[C:9]([C:7]5[CH:6]=[N:5][N:4]([CH2:3][C:2]([F:39])([F:38])[F:1])[CH:8]=5)[N:14]=[CH:13][C:12]=4[CH:15]=[N:16]3)[CH:19]=[N:20][CH:21]=2)[CH2:30][CH2:29][CH2:28][NH:27][CH2:26][CH2:25]1. (2) Given the reactants C[O:2][C:3]1[CH:4]=[C:5]([C:9](=[O:12])[CH2:10][CH3:11])[CH:6]=[CH:7][CH:8]=1.C(O)(=O)C.Br, predict the reaction product. The product is: [OH:2][C:3]1[CH:4]=[C:5]([C:9](=[O:12])[CH2:10][CH3:11])[CH:6]=[CH:7][CH:8]=1. (3) Given the reactants O=[N+]([O-])[O-].[O-][N+](=O)[O-].[O-][N+](=O)[O-].[O-][N+](=O)[O-].[O-][N+](=O)[O-].[O-][N+](=O)[O-].[Ce+4].[NH4+].[NH4+].[C:28]([O:32][C:33]([NH:35][C@:36]([CH:70]1[CH2:75][CH2:74][CH2:73][CH2:72][CH2:71]1)([C:38]([N:40]1[CH2:69][CH2:68][CH2:67][C@H:41]1[C:42]([NH:44][CH2:45][C:46]1[CH:51]=[C:50]([Cl:52])[CH:49]=[CH:48][C:47]=1[CH2:53][CH:54]([NH:58]C1C=CC(OC)=CC=1)[CH:55]([F:57])[F:56])=[O:43])=[O:39])N)=[O:34])([CH3:31])([CH3:30])[CH3:29], predict the reaction product. The product is: [NH2:58][CH:54]([CH:55]([F:57])[F:56])[CH2:53][C:47]1[CH:48]=[CH:49][C:50]([Cl:52])=[CH:51][C:46]=1[CH2:45][NH:44][C:42](=[O:43])[C@@H:41]1[CH2:67][CH2:68][CH2:69][N:40]1[C:38](=[O:39])[C@H:36]([NH:35][C:33]([O:32][C:28]([CH3:31])([CH3:30])[CH3:29])=[O:34])[CH:70]1[CH2:71][CH2:72][CH2:73][CH2:74][CH2:75]1. (4) Given the reactants Br[C:2]1[C:3]([CH3:16])=[C:4]([O:13][CH2:14][CH3:15])[C:5]2[O:9][CH:8]([CH3:10])[CH2:7][C:6]=2[C:11]=1[CH3:12].[CH3:17][O:18][C:19]1[CH:24]=[CH:23][C:22]([N:25]2[CH2:30][CH2:29][NH:28][CH2:27][CH2:26]2)=[CH:21][CH:20]=1, predict the reaction product. The product is: [CH2:14]([O:13][C:4]1[C:5]2[O:9][CH:8]([CH3:10])[CH2:7][C:6]=2[C:11]([CH3:12])=[C:2]([N:28]2[CH2:27][CH2:26][N:25]([C:22]3[CH:21]=[CH:20][C:19]([O:18][CH3:17])=[CH:24][CH:23]=3)[CH2:30][CH2:29]2)[C:3]=1[CH3:16])[CH3:15]. (5) Given the reactants C([N:14]1[N:18]=[N:17][C:16]([C:19]2[CH:24]=[C:23]([C:25]3[C:34]4[C:29](=[CH:30][CH:31]=[CH:32][CH:33]=4)[C:28]([CH3:35])=[CH:27][CH:26]=3)[CH:22]=[C:21]([C:36]3[C:45]4[C:40](=[CH:41][CH:42]=[CH:43][CH:44]=4)[C:39]([CH3:46])=[CH:38][CH:37]=3)[CH:20]=2)=[N:15]1)(C1C=CC=CC=1)C1C=CC=CC=1.C1(OC)C=CC=CC=1.C(O)(C(F)(F)F)=O, predict the reaction product. The product is: [CH3:46][C:39]1[C:40]2[C:45](=[CH:44][CH:43]=[CH:42][CH:41]=2)[C:36]([C:21]2[CH:20]=[C:19]([C:16]3[N:15]=[N:14][NH:18][N:17]=3)[CH:24]=[C:23]([C:25]3[C:34]4[C:29](=[CH:30][CH:31]=[CH:32][CH:33]=4)[C:28]([CH3:35])=[CH:27][CH:26]=3)[CH:22]=2)=[CH:37][CH:38]=1. (6) Given the reactants Cl[C:2]1[N:7]=[C:6]([NH:8][CH3:9])[C:5]([C:10]([F:13])([F:12])[F:11])=[CH:4][N:3]=1.[NH2:14][C:15]1[C:27]([Cl:28])=[CH:26][C:18]2[C:19](=[O:25])[N:20]([CH3:24])[CH2:21][CH2:22][O:23][C:17]=2[CH:16]=1.C1(C)C=CC(S(O)(=O)=O)=CC=1, predict the reaction product. The product is: [Cl:28][C:27]1[C:15]([NH:14][C:2]2[N:7]=[C:6]([NH:8][CH3:9])[C:5]([C:10]([F:13])([F:12])[F:11])=[CH:4][N:3]=2)=[CH:16][C:17]2[O:23][CH2:22][CH2:21][N:20]([CH3:24])[C:19](=[O:25])[C:18]=2[CH:26]=1. (7) Given the reactants I[C:2]1[CH:23]=[CH:22][C:21]([S:24]([CH3:27])(=[O:26])=[O:25])=[CH:20][C:3]=1[C:4]([N:6]1[CH2:11][CH2:10][N:9]([C:12]2[CH:19]=[CH:18][C:15]([C:16]#[N:17])=[CH:14][CH:13]=2)[CH2:8][CH2:7]1)=[O:5].[CH3:28][S-:29].[Na+], predict the reaction product. The product is: [CH3:27][S:24]([C:21]1[CH:22]=[CH:23][C:2]([S:29][CH3:28])=[C:3]([CH:20]=1)[C:4]([N:6]1[CH2:11][CH2:10][N:9]([C:12]2[CH:19]=[CH:18][C:15]([C:16]#[N:17])=[CH:14][CH:13]=2)[CH2:8][CH2:7]1)=[O:5])(=[O:26])=[O:25]. (8) The product is: [Si:1]([O:8][C:9]1[CH:14]=[CH:13][C:12]([C:15]2([CH2:21][NH:22][C:24]3[CH:29]=[CH:28][CH:27]=[CH:26][N:25]=3)[CH2:16][CH2:17][O:18][CH2:19][CH2:20]2)=[CH:11][CH:10]=1)([C:4]([CH3:7])([CH3:6])[CH3:5])([CH3:3])[CH3:2]. Given the reactants [Si:1]([O:8][C:9]1[CH:14]=[CH:13][C:12]([C:15]2([CH2:21][NH2:22])[CH2:20][CH2:19][O:18][CH2:17][CH2:16]2)=[CH:11][CH:10]=1)([C:4]([CH3:7])([CH3:6])[CH3:5])([CH3:3])[CH3:2].Br[C:24]1[CH:29]=[CH:28][CH:27]=[CH:26][N:25]=1.CC(C)([O-])C.[Na+], predict the reaction product. (9) Given the reactants C([C@@H]1[CH2:13][CH:12]([CH2:14][C:15]2[CH:20]=[CH:19][C:18]([C:21]3[CH:26]=[CH:25][CH:24]=[CH:23][CH:22]=3)=[CH:17][CH:16]=2)[N:11](/C=C/C2C=CC=CC=2)[C:10]1=[O:35])(=O)C1C=CC=CC=1.[CH2:36]=O.[CH3:38][C:39]([CH3:42])([O-:41])[CH3:40].[K+].CO[CH2:46][CH2:47][O:48]C, predict the reaction product. The product is: [C:39]([O:41][C:10]([N:11]1[C@H:12]([CH2:14][C:15]2[CH:20]=[CH:19][C:18]([C:21]3[CH:26]=[CH:25][CH:24]=[CH:23][CH:22]=3)=[CH:17][CH:16]=2)[CH2:13][C:46](=[CH2:36])[C:47]1=[O:48])=[O:35])([CH3:42])([CH3:40])[CH3:38].